From a dataset of Forward reaction prediction with 1.9M reactions from USPTO patents (1976-2016). Predict the product of the given reaction. (1) Given the reactants C([O:3][C:4]([C:6]1[N:14]2[C:9]([CH:10]=[N:11][CH:12]=[N:13]2)=[CH:8][CH:7]=1)=[O:5])C.[OH-].[Na+].Cl, predict the reaction product. The product is: [N:13]1[N:14]2[C:6]([C:4]([OH:5])=[O:3])=[CH:7][CH:8]=[C:9]2[CH:10]=[N:11][CH:12]=1. (2) Given the reactants O[C:2]1[N:7]2[N:8]=[C:9]([C:11]3[CH:16]=[CH:15][CH:14]=[CH:13][CH:12]=3)[CH:10]=[C:6]2[N:5]=[C:4]([CH3:17])[C:3]=1[CH2:18][C:19]([O:21][CH3:22])=[O:20].P(Cl)(Cl)([Cl:25])=O.CN(C)C1C=CC=CC=1, predict the reaction product. The product is: [Cl:25][C:2]1[N:7]2[N:8]=[C:9]([C:11]3[CH:16]=[CH:15][CH:14]=[CH:13][CH:12]=3)[CH:10]=[C:6]2[N:5]=[C:4]([CH3:17])[C:3]=1[CH2:18][C:19]([O:21][CH3:22])=[O:20]. (3) The product is: [F:7][C:8]([F:16])([F:15])[C:9]([O:13][CH3:14])=[CH:10][C:11](=[N:2][OH:3])[NH2:12]. Given the reactants Cl.[NH2:2][OH:3].C[O-].[Na+].[F:7][C:8]([F:16])([F:15])[C:9]([O:13][CH3:14])=[CH:10][C:11]#[N:12], predict the reaction product. (4) Given the reactants Cl.[C:2]([C:6]1[CH:10]=[C:9]([CH2:11][NH2:12])[N:8]([C:13]2[CH:18]=[CH:17][C:16]([F:19])=[C:15]([F:20])[CH:14]=2)[N:7]=1)([CH3:5])([CH3:4])[CH3:3].[F:21][C:22]1[CH:23]=[C:24]([NH:33][C:34](=O)[O:35]C2C=CC=CC=2)[CH:25]=[CH:26][C:27]=1[N:28]1[CH2:31][CH:30]([OH:32])[CH2:29]1, predict the reaction product. The product is: [C:2]([C:6]1[CH:10]=[C:9]([CH2:11][NH:12][C:34]([NH:33][C:24]2[CH:25]=[CH:26][C:27]([N:28]3[CH2:29][CH:30]([OH:32])[CH2:31]3)=[C:22]([F:21])[CH:23]=2)=[O:35])[N:8]([C:13]2[CH:18]=[CH:17][C:16]([F:19])=[C:15]([F:20])[CH:14]=2)[N:7]=1)([CH3:5])([CH3:3])[CH3:4]. (5) Given the reactants N1(C2CCCCCCCCCC2)CCCN=CCCCCC1.[CH3:23][N:24]1[N:33]=[N:32][C:31]2[N:27]([CH:28]=[N:29][C:30]=2[C:34]([NH2:36])=[O:35])[C:25]1=[O:26].BrC[C:39](=[O:42])[CH2:40][CH3:41].Cl, predict the reaction product. The product is: [O:26]=[C:25]1[N:24]([CH2:23][C:39](=[O:42])[CH2:40][CH3:41])[N:33]=[N:32][C:31]2=[C:30]([C:34]([NH2:36])=[O:35])[N:29]=[CH:28][N:27]12. (6) The product is: [I-:11].[C:14]([CH2:13][CH2:12][N+:6]1[C:5]2[CH:7]=[CH:8][CH:9]=[CH:10][C:4]=2[S:3][C:2]=1[CH3:1])([OH:16])=[O:15]. Given the reactants [CH3:1][C:2]1[S:3][C:4]2[CH:10]=[CH:9][CH:8]=[CH:7][C:5]=2[N:6]=1.[I:11][CH2:12][CH2:13][C:14]([OH:16])=[O:15].CCOCC, predict the reaction product. (7) The product is: [CH3:19][O:5][C:4](=[O:6])[C:3]1[CH:7]=[C:8]([F:13])[C:9]([F:12])=[C:10]([OH:11])[C:2]=1[F:1]. Given the reactants [F:1][C:2]1[C:10]([OH:11])=[C:9]([F:12])[C:8]([F:13])=[CH:7][C:3]=1[C:4]([OH:6])=[O:5].S(=O)(=O)(O)O.[CH3:19]O, predict the reaction product.